Dataset: Peptide-MHC class II binding affinity with 134,281 pairs from IEDB. Task: Regression. Given a peptide amino acid sequence and an MHC pseudo amino acid sequence, predict their binding affinity value. This is MHC class II binding data. (1) The peptide sequence is TGSDGKTTWCSQTDY. The MHC is H-2-IAb with pseudo-sequence H-2-IAb. The binding affinity (normalized) is 0. (2) The peptide sequence is DAFIAALTEALRVIA. The MHC is HLA-DQA10301-DQB10302 with pseudo-sequence HLA-DQA10301-DQB10302. The binding affinity (normalized) is 0.922. (3) The peptide sequence is EVLGFRMVQDERVGR. The MHC is HLA-DQA10201-DQB10202 with pseudo-sequence HLA-DQA10201-DQB10202. The binding affinity (normalized) is 0.365. (4) The peptide sequence is YFKFLANVSTVLTGK. The MHC is DRB1_0405 with pseudo-sequence DRB1_0405. The binding affinity (normalized) is 0.192.